Predict the reactants needed to synthesize the given product. From a dataset of Full USPTO retrosynthesis dataset with 1.9M reactions from patents (1976-2016). (1) The reactants are: [Cl:1][C:2]1[CH:3]=[C:4]([C:12]2[O:16][N:15]=[C:14]([C:17]3[CH:18]=[CH:19][CH:20]=[C:21]4[C:25]=3[NH:24][CH:23]=[C:22]4[C:26]([NH:28][CH2:29][C:30]([O-:32])=[O:31])=[O:27])[N:13]=2)[CH:5]=[CH:6][C:7]=1[O:8][CH:9]([CH3:11])[CH3:10].[OH-].[Na+].Cl. Given the product [Cl:1][C:2]1[CH:3]=[C:4]([C:12]2[O:16][N:15]=[C:14]([C:17]3[CH:18]=[CH:19][CH:20]=[C:21]4[C:25]=3[NH:24][CH:23]=[C:22]4[C:26]([NH:28][CH2:29][C:30]([OH:32])=[O:31])=[O:27])[N:13]=2)[CH:5]=[CH:6][C:7]=1[O:8][CH:9]([CH3:10])[CH3:11], predict the reactants needed to synthesize it. (2) Given the product [CH3:11][C:10]1[N:6]([CH2:5][C:4]2[CH:28]=[CH:29][CH:30]=[C:2]([N:71]3[CH2:72][CH2:73][CH:68]([S:65]([CH3:64])(=[O:67])=[O:66])[CH2:69][CH2:70]3)[CH:3]=2)[N:7]=[C:8]([C:12]2[CH:16]=[C:15]([C:17]3[CH:22]=[CH:21][C:20]([O:23][C:24]([F:27])([F:26])[F:25])=[CH:19][CH:18]=3)[O:14][N:13]=2)[N:9]=1, predict the reactants needed to synthesize it. The reactants are: Br[C:2]1[CH:3]=[C:4]([CH:28]=[CH:29][CH:30]=1)[CH2:5][N:6]1[C:10]([CH3:11])=[N:9][C:8]([C:12]2[CH:16]=[C:15]([C:17]3[CH:22]=[CH:21][C:20]([O:23][C:24]([F:27])([F:26])[F:25])=[CH:19][CH:18]=3)[O:14][N:13]=2)=[N:7]1.C1(P(C2CCCCC2)C2C=CC=CC=2C2C(OC(C)C)=CC=CC=2OC(C)C)CCCCC1.[CH3:64][S:65]([CH:68]1[CH2:73][CH2:72][NH:71][CH2:70][CH2:69]1)(=[O:67])=[O:66].CC(C)([O-])C.[Na+]. (3) Given the product [OH:33][CH2:29][CH2:30][C:31]#[C:32][C:2]1[N:3]([CH2:18][C:19]2[C:28]3[C:23](=[CH:24][CH:25]=[CH:26][CH:27]=3)[CH:22]=[CH:21][CH:20]=2)[CH:4]=[C:5]2[C:10]=1[C:9](=[O:11])[N:8]([CH3:12])[C:7](=[O:13])[N:6]2[CH2:14][CH:15]([CH3:17])[CH3:16], predict the reactants needed to synthesize it. The reactants are: I[C:2]1[N:3]([CH2:18][C:19]2[C:28]3[C:23](=[CH:24][CH:25]=[CH:26][CH:27]=3)[CH:22]=[CH:21][CH:20]=2)[CH:4]=[C:5]2[C:10]=1[C:9](=[O:11])[N:8]([CH3:12])[C:7](=[O:13])[N:6]2[CH2:14][CH:15]([CH3:17])[CH3:16].[CH2:29]([OH:33])[CH2:30][C:31]#[CH:32]. (4) Given the product [CH2:18]([O:17][C:14]1[CH:15]=[CH:16][C:11]([CH2:10][C@@H:9]([C:20]([OH:22])=[O:21])[NH2:8])=[CH:12][CH:13]=1)[CH3:19], predict the reactants needed to synthesize it. The reactants are: C(OC([NH:8][C@H:9]([C:20]([OH:22])=[O:21])[CH2:10][C:11]1[CH:16]=[CH:15][C:14]([O:17][CH2:18][CH3:19])=[CH:13][CH:12]=1)=O)(C)(C)C.O.C1(C)C=CC(S(O)(=O)=O)=CC=1.[OH-].[Na+]. (5) Given the product [CH2:58]([N:55]1[C:18](=[O:27])[C:19]2[C:20](=[CH:21][C:22]([Cl:25])=[CH:23][CH:24]=2)[N:26]([CH:9]2[CH2:10][CH2:11][CH2:12][NH:8]2)[CH2:56]1)[C:60]1[CH:72]=[CH:71][CH:70]=[CH:69][CH:73]=1, predict the reactants needed to synthesize it. The reactants are: C(OC([N:8]1[CH2:12][CH2:11][CH2:10][CH:9]1C(O)=O)=O)(C)(C)C.CO[C:18](=[O:27])[C:19]1[CH:24]=[CH:23][C:22]([Cl:25])=[CH:21][C:20]=1[NH2:26].C1CN([P+](Br)(N2CCCC2)N2CCCC2)CC1.F[P-](F)(F)(F)(F)F.C([N:55]([CH:58]([CH3:60])C)[CH2:56]C)(C)C.C(OC(N1[CH2:72][CH2:71][CH2:70][CH:69]1[C:73](=O)NC1C=C(Cl)C=CC=1C(OC)=O)=O)(C)(C)C. (6) Given the product [F:1][C:2]([F:29])([F:30])[C@H:3]([N:7]1[CH:11]=[C:10]([C:12]2[C:13]3[CH:20]=[CH:19][N:18]([CH2:21][O:22][CH2:23][CH2:24][Si:25]([CH3:26])([CH3:27])[CH3:28])[C:14]=3[N:15]=[CH:16][N:17]=2)[CH:9]=[N:8]1)[CH2:4][CH:5]=[O:42], predict the reactants needed to synthesize it. The reactants are: [F:1][C:2]([F:30])([F:29])[C@H:3]([N:7]1[CH:11]=[C:10]([C:12]2[C:13]3[CH:20]=[CH:19][N:18]([CH2:21][O:22][CH2:23][CH2:24][Si:25]([CH3:28])([CH3:27])[CH3:26])[C:14]=3[N:15]=[CH:16][N:17]=2)[CH:9]=[N:8]1)[CH2:4][C:5]#N.[H-].C([Al+]CC(C)C)C(C)C.C[OH:42].Cl. (7) Given the product [F:1][C:2]1[CH:7]=[CH:6][C:5]([I:8])=[CH:4][C:3]=1[N:9]1[CH:14]=[C:13]([O:15][CH3:16])[C:12](=[O:17])[C:11]([C:18]([N:35]([O:36][CH3:37])[CH3:34])=[O:20])=[N:10]1, predict the reactants needed to synthesize it. The reactants are: [F:1][C:2]1[CH:7]=[CH:6][C:5]([I:8])=[CH:4][C:3]=1[N:9]1[CH:14]=[C:13]([O:15][CH3:16])[C:12](=[O:17])[C:11]([C:18]([OH:20])=O)=[N:10]1.C1N=CN(C(N2C=NC=C2)=O)C=1.Cl.[CH3:34][NH:35][O:36][CH3:37].CCN(C(C)C)C(C)C.